The task is: Predict the product of the given reaction.. This data is from Forward reaction prediction with 1.9M reactions from USPTO patents (1976-2016). The product is: [Br:1][C:2]1[CH:3]=[CH:4][C:5]([C:8]2[CH:9]=[CH:10][C:11]([C:14]([N:20]3[CH2:19][CH2:18][N:17]([C:23]([O:25][C:26]([CH3:29])([CH3:28])[CH3:27])=[O:24])[CH2:22][CH2:21]3)=[O:16])=[CH:12][CH:13]=2)=[CH:6][CH:7]=1. Given the reactants [Br:1][C:2]1[CH:7]=[CH:6][C:5]([C:8]2[CH:13]=[CH:12][C:11]([C:14]([OH:16])=O)=[CH:10][CH:9]=2)=[CH:4][CH:3]=1.[N:17]1([C:23]([O:25][C:26]([CH3:29])([CH3:28])[CH3:27])=[O:24])[CH2:22][CH2:21][NH:20][CH2:19][CH2:18]1.CN(C(ON1N=NC2C=CC=NC1=2)=[N+](C)C)C.F[P-](F)(F)(F)(F)F, predict the reaction product.